From a dataset of Catalyst prediction with 721,799 reactions and 888 catalyst types from USPTO. Predict which catalyst facilitates the given reaction. (1) Reactant: [CH:1]1([CH2:7][C:8]2[C:16]3[C:11](=[CH:12][CH:13]=[C:14]([O:17][C:18]4[C:25]([C:26]([F:29])([F:28])[F:27])=[CH:24][C:21]([CH2:22]Br)=[CH:20][C:19]=4[C:30]([F:33])([F:32])[F:31])[CH:15]=3)[NH:10][CH:9]=2)[CH2:6][CH2:5][CH2:4][CH2:3][CH2:2]1.[C-:34]#[N:35].[Na+].C1(C)C=CC=CC=1. The catalyst class is: 35. Product: [CH:1]1([CH2:7][C:8]2[C:16]3[C:11](=[CH:12][CH:13]=[C:14]([O:17][C:18]4[C:25]([C:26]([F:29])([F:28])[F:27])=[CH:24][C:21]([CH2:22][C:34]#[N:35])=[CH:20][C:19]=4[C:30]([F:33])([F:32])[F:31])[CH:15]=3)[NH:10][CH:9]=2)[CH2:6][CH2:5][CH2:4][CH2:3][CH2:2]1. (2) Reactant: Br[C:2]1[CH:8]=[C:7]([C:9]([F:12])([F:11])[F:10])[CH:6]=[C:5](Br)[C:3]=1N.CB1OB(C)OB(C)O1.[C:23](=O)([O-])[O-].[K+].[K+].O.C[N:31]([CH:33]=O)C. Product: [CH3:23][C:2]1[CH:8]=[C:7]([C:9]([F:10])([F:11])[F:12])[CH:6]=[C:5]([CH3:3])[C:33]=1[NH2:31]. The catalyst class is: 73. (3) The catalyst class is: 71. Product: [CH3:31][N:32]1[CH2:33][CH2:34][N:35]([C:38]2[CH:44]=[CH:43][C:41]([NH:42][C:2]3[C:3]4[NH:21][N:20]=[CH:19][C:4]=4[N:5]=[C:6]([C:8]4[CH:9]=[C:10]([NH:14][S:15]([CH3:18])(=[O:17])=[O:16])[CH:11]=[CH:12][CH:13]=4)[N:7]=3)=[CH:40][CH:39]=2)[CH2:36][CH2:37]1. Reactant: Cl[C:2]1[C:3]2[C:4](=[CH:19][N:20](CC3C=CC(OC)=CC=3)[N:21]=2)[N:5]=[C:6]([C:8]2[CH:9]=[C:10]([NH:14][S:15]([CH3:18])(=[O:17])=[O:16])[CH:11]=[CH:12][CH:13]=2)[N:7]=1.[CH3:31][N:32]1[CH2:37][CH2:36][N:35]([C:38]2[CH:44]=[CH:43][C:41]([NH2:42])=[CH:40][CH:39]=2)[CH2:34][CH2:33]1.Cl. (4) Reactant: [N+:1]([C:4]1[CH:9]=[CH:8][N+:7]([O-:10])=[CH:6][CH:5]=1)([O-:3])=[O:2].Cl[CH2:12][S:13]([C:16]1[CH:21]=[CH:20][CH:19]=[CH:18][CH:17]=1)(=[O:15])=[O:14].[OH-].[K+].Cl. Product: [N+:1]([C:4]1[CH:9]=[CH:8][N+:7]([O-:10])=[CH:6][C:5]=1[CH2:12][S:13]([C:16]1[CH:21]=[CH:20][CH:19]=[CH:18][CH:17]=1)(=[O:15])=[O:14])([O-:3])=[O:2]. The catalyst class is: 58. (5) Product: [C:6]([C:8]1[CH:13]=[C:22]([C:23]([O:25][CH2:26][CH3:27])=[O:24])[C:18]2[S:17][CH:21]=[CH:20][C:19]=2[CH:9]=1)#[N:7]. Reactant: Cl([O-])(=O)(=O)=O.[C:6]([C:8](=[CH:13]N(C)C)[CH:9]=[N+](C)C)#[N:7].[S:17]1[CH:21]=[CH:20][CH:19]=[C:18]1[CH2:22][C:23]([O:25][CH2:26][CH3:27])=[O:24].N1C2C(=CC=CC=2)C=CC=1.[O-]CC.[Na+]. The catalyst class is: 33. (6) Reactant: [F:1][C:2]1[CH:15]=[CH:14][CH:13]=[C:12]([F:16])[C:3]=1[C:4]([NH:6][C:7]1[CH:11]=[CH:10][NH:9][N:8]=1)=[O:5].C(=O)([O-])[O-].[K+].[K+].Br[CH2:24][C:25]1[CH:30]=[CH:29][CH:28]=[CH:27][C:26]=1[CH2:31][O:32][C:33]1[CH:38]=[CH:37][CH:36]=[CH:35][CH:34]=1. Product: [F:1][C:2]1[CH:15]=[CH:14][CH:13]=[C:12]([F:16])[C:3]=1[C:4]([NH:6][C:7]1[CH:11]=[CH:10][N:9]([CH2:24][C:25]2[CH:30]=[CH:29][CH:28]=[CH:27][C:26]=2[CH2:31][O:32][C:33]2[CH:38]=[CH:37][CH:36]=[CH:35][CH:34]=2)[N:8]=1)=[O:5]. The catalyst class is: 3. (7) Reactant: [N+:1]([C:4]1[CH:5]=[CH:6][C:7]([Cl:12])=[C:8]([CH:11]=1)[CH:9]=O)([O-:3])=[O:2].Cl.[NH2:14][CH2:15][CH2:16][SH:17].C([BH3-])#N.[Na+].C(O)(=O)C. Product: [ClH:12].[Cl:12][C:7]1[CH:6]=[CH:5][C:4]([N+:1]([O-:3])=[O:2])=[CH:11][C:8]=1[CH2:9][NH:14][CH2:15][CH2:16][SH:17]. The catalyst class is: 5. (8) Reactant: [CH3:1][O:2][C:3]([C:5]1[S:6][CH:7]=[C:8]([CH3:11])[C:9]=1[Cl:10])=[O:4].[Br:12]N1C(=O)CCC1=O.N(C(C)(C)C#N)=NC(C)(C)C#N. Product: [CH3:1][O:2][C:3]([C:5]1[S:6][CH:7]=[C:8]([CH2:11][Br:12])[C:9]=1[Cl:10])=[O:4]. The catalyst class is: 53. (9) Reactant: [C:1]([O:4][CH2:5][C:6]([NH:29][C:30](=[O:32])[CH3:31])([CH2:24][O:25][C:26](=[O:28])[CH3:27])[CH2:7][CH2:8][C:9]1[CH:14]=[CH:13][C:12](B2OCC(C)(C)CO2)=[CH:11][C:10]=1[Cl:23])(=[O:3])[CH3:2].[Br:33][C:34]1[CH:39]=[CH:38][C:37](I)=[C:36]([F:41])[CH:35]=1.C(=O)([O-])O.[Na+].O. Product: [C:26]([O:25][CH2:24][C:6]([NH:29][C:30](=[O:32])[CH3:31])([CH2:5][O:4][C:1](=[O:3])[CH3:2])[CH2:7][CH2:8][C:9]1[CH:14]=[CH:13][C:12]([C:37]2[CH:38]=[CH:39][C:34]([Br:33])=[CH:35][C:36]=2[F:41])=[CH:11][C:10]=1[Cl:23])(=[O:28])[CH3:27]. The catalyst class is: 57.